This data is from B-cell epitopes from IEDB database with 3,159 antigens for binding position prediction. The task is: Token-level Classification. Given an antigen amino acid sequence, predict which amino acid positions are active epitope sites capable of antibody binding. Output is a list of indices for active positions. (1) Given the antigen sequence: MAHHHHHHVDDDDKGDTPSNPLRPIADDTIDHASHTPGSVSSAFILEAMVNVISGPKVLMKQIPIWLPLGVADQKTYSFDSTTAAIMLASYTITHFGKATNPLVRVNRLGPGIPDHPLRLLRIGNQAFLQEFVLPPVQLPQYFTFDLTALKLITQPLPAATWTDDTPTGSNGALRPGISFHPKLRPILLPNKSGKKGNSADLTSPEKIQAIMTSLQDFKIVPIDPTKNIMGIEVPETLVHKLTGKKVTSKNGQPIIPVLLPKYIGLDPVAPGDLTMVITQDCDTCHSPASLPAVIEK, which amino acid positions are active epitope sites? The epitope positions are: [203, 204, 205, 206, 207, 208, 209, 210, 211, 212, 213, 214, 215, 216, 217]. The amino acids at these positions are: SPEKIQAIMTSLQDF. (2) Given the antigen sequence: ECCNPACGRHYSCGK, which amino acid positions are active epitope sites? The epitope positions are: [9, 10, 11, 12, 13, 14]. The amino acids at these positions are: HYSCGK. (3) Given the antigen sequence: FQEYQCYGSSSNTRVLNELNYDNAGTNLYNELEMNYYGKQENWYSLKKNSRSLGENDDGNNNNGDNGREGKDEDKRDGNNEDNEKLRKPKHKKLKQPGDGNPDPNANPNVDPNANPNVDPNANPNVDPNANPNANPNANPNANPNANPNANPNANPNANPNANPNANPNANPNANPNANPNVDPNANPNANPNANPNANPNANPNANPNANPNANPNANPNANPNANPNANPNANPNANPNANPNANPNANPNANPNANPNANPNANPNANPNANPNANPNANPNANPNANPNKNNQGNGQGHNMPNDPNRNVDENANANNAVKNNNNEEPSDKHIEQYLKKIQYSLSTEWSPCSVTCGNGIQVRIKPGSADKPKDELDYEND, which amino acid positions are active epitope sites? The epitope positions are: [87, 88, 89, 90, 91, 92, 93, 94, 95, 96, 97, 98, 99, 100, 101]. The amino acids at these positions are: KPKHKKLKQPGDGNP. (4) Given the antigen sequence: MDADKIVFKVNNQVVSLKPEIIVDQYEYKYPAIKDLKKPSITLGKAPDLNKAYKSVLSGLNAAKLDPDDVCSYLAAAMQFFEGTCPEDWTSYGILIARKGDKITPDSLVEIKRTDVEGNWALTGGMELTRDPTVPEHASLVGLLLSLYRLSKISGQNTGNYKTNIADRIEQIFETAPFIKIVEHHTLMTTHKMCANWSTIPNFRFLAGTYDMFFSRIEHLYSAIRVGTGVTAYEDCSGLVSFTGFIKQINLTAREAILYFFHKNFEEEIRRMFEPGQETAVPHSYFIHFRSLGLSGKSPYSSNAVGHVFNLIHFVGCYMGQVRSLNATVIAGCAPHEMSVLGGYLGEEFFGKGTFERRFFRDEKELQEYEAAELTKTDVALADDGTVNSDDEDYFSGETRSPEAVYARIMMNGGRLKRSHIRRYVSVSSNHQARPNSFAEFLNKTYSSDS, which amino acid positions are active epitope sites? The epitope positions are: [151, 152, 153, 154, 155, 156, 157, 158, 159, 160, 161, 162, 163]. The amino acids at these positions are: KISGQNTGNYKTN. (5) Given the antigen sequence: MKKLLKSVLVFAALSSASSLQALPVGNPAEPSLMIDGILWEGFGGDPCDPCTTWCDAISMRMGYYGDFVFDRVLKTDVNKEFEMGEALAGASGNTTSTLSKLVERTNPAYGKHMQDAEMFTNAACMTLNIWDRFDVFCTLGATSGYLKGNSASFNLVGLFGDGVNATKPAADSIPNVQLNQSVVELYTDTTFAWSVGARAALWECGCATLGASFQYAQSKPKIEELNVLCNAAEFTINKPKGYVGKEFPLDLTAGTDAATGTKDASIDYHEWQASLSLSYRLNMFTPYIGVKWSRASFDSDTIRIAQPRLVTPVVDITTLNPTIAGCGSVAGANTEGQISDTMQIVSLQLNKMKSRKSCGIAVGTTIVDADKYAVTVETRLIDERAAHVNAQFRF, which amino acid positions are active epitope sites? The epitope positions are: [163, 164, 165, 166, 167, 168]. The amino acids at these positions are: VNATKP.